From a dataset of Full USPTO retrosynthesis dataset with 1.9M reactions from patents (1976-2016). Predict the reactants needed to synthesize the given product. (1) Given the product [Cl:1][C:2]1[CH:11]=[C:10]([CH:12]([NH2:29])[CH3:13])[C:9]([N:15]2[CH2:19][CH2:18][CH2:17][C@@H:16]2[CH2:20][O:21][CH3:22])=[C:8]2[C:3]=1[CH:4]=[CH:5][CH:6]=[N:7]2, predict the reactants needed to synthesize it. The reactants are: [Cl:1][C:2]1[CH:11]=[C:10]([C:12](=O)[CH3:13])[C:9]([N:15]2[CH2:19][CH2:18][CH2:17][C@@H:16]2[CH2:20][O:21][CH3:22])=[C:8]2[C:3]=1[CH:4]=[CH:5][CH:6]=[N:7]2.C([O-])(=O)C.[NH4+].C([BH3-])#[N:29].[Na+]. (2) Given the product [Br:3][C:4]1[CH:9]=[CH:8][C:7]([N:10]2[C:21]3[C:13](=[C:14]4[N:18]([C:19](=[O:22])[CH:20]=3)[CH2:17][CH2:16][CH2:15]4)[N:12]([S:32]([C:29]3[CH:30]=[CH:31][C:26]([F:25])=[CH:27][CH:28]=3)(=[O:34])=[O:33])[C:11]2=[O:23])=[C:6]([F:24])[CH:5]=1, predict the reactants needed to synthesize it. The reactants are: [H-].[Na+].[Br:3][C:4]1[CH:9]=[CH:8][C:7]([N:10]2[C:21]3[C:13](=[C:14]4[N:18]([C:19](=[O:22])[CH:20]=3)[CH2:17][CH2:16][CH2:15]4)[NH:12][C:11]2=[O:23])=[C:6]([F:24])[CH:5]=1.[F:25][C:26]1[CH:31]=[CH:30][C:29]([S:32](Cl)(=[O:34])=[O:33])=[CH:28][CH:27]=1. (3) Given the product [CH3:3][CH:2]([CH2:4][C@H:5]1[C@H:18]([OH:19])[CH2:17][C@H:16]2[N:7]([CH2:8][CH2:9][C:10]3[C:15]2=[CH:14][C:13]([O:20][CH3:21])=[C:12]([O:22][CH3:23])[CH:11]=3)[CH2:6]1)[CH3:1], predict the reactants needed to synthesize it. The reactants are: [CH3:1][CH:2]([CH2:4][CH:5]1[C:18](=[O:19])[CH2:17][CH:16]2[N:7]([CH2:8][CH2:9][C:10]3[C:15]2=[CH:14][C:13]([O:20][CH3:21])=[C:12]([O:22][CH3:23])[CH:11]=3)[CH2:6]1)[CH3:3].[BH4-].[Na+]. (4) The reactants are: [F:1][C:2]([F:23])([F:22])[C:3](=[O:21])[CH2:4][C:5]([C:8]1[C:16]2[O:15][CH2:14][CH2:13][C:12]=2[CH:11]=[C:10]([S:17]([NH2:20])(=[O:19])=[O:18])[CH:9]=1)([CH3:7])[CH3:6].CO[CH:26](OC)[N:27]([CH3:29])[CH3:28]. Given the product [CH3:26][N:27]([CH3:29])/[CH:28]=[N:20]/[S:17]([C:10]1[CH:9]=[C:8]([C:5]([CH3:7])([CH3:6])[CH2:4][C:3](=[O:21])[C:2]([F:1])([F:22])[F:23])[C:16]2[O:15][CH2:14][CH2:13][C:12]=2[CH:11]=1)(=[O:19])=[O:18], predict the reactants needed to synthesize it. (5) Given the product [CH3:16][N:17]1[C:21]([C:2]2[CH:3]=[C:4]([C:7]([OH:9])=[O:8])[S:5][CH:6]=2)=[CH:20][CH:19]=[N:18]1, predict the reactants needed to synthesize it. The reactants are: Br[C:2]1[CH:3]=[C:4]([C:7]([OH:9])=[O:8])[S:5][CH:6]=1.C([O-])([O-])=O.[Cs+].[Cs+].[CH3:16][N:17]1[C:21](B2OC(C)(C)C(C)(C)O2)=[CH:20][CH:19]=[N:18]1. (6) The reactants are: Cl[C:2](Cl)([O:4]C(=O)OC(Cl)(Cl)Cl)Cl.[CH3:13][CH:14]1[CH2:18][CH2:17][CH2:16][N:15]1[CH2:19][CH2:20][CH2:21][O:22][C:23]1[CH:28]=[CH:27][C:26]([C:29]2[S:30][C:31]3[CH2:32][NH:33][CH2:34][CH2:35][C:36]=3[N:37]=2)=[CH:25][CH:24]=1.[NH:38]1[CH2:43][CH2:42][O:41][CH2:40][CH2:39]1.C(N(CC)CC)C.[Na]. Given the product [CH3:13][CH:14]1[CH2:18][CH2:17][CH2:16][N:15]1[CH2:19][CH2:20][CH2:21][O:22][C:23]1[CH:24]=[CH:25][C:26]([C:29]2[S:30][C:31]3[CH2:32][N:33]([C:2]([N:38]4[CH2:43][CH2:42][O:41][CH2:40][CH2:39]4)=[O:4])[CH2:34][CH2:35][C:36]=3[N:37]=2)=[CH:27][CH:28]=1, predict the reactants needed to synthesize it.